Dataset: Forward reaction prediction with 1.9M reactions from USPTO patents (1976-2016). Task: Predict the product of the given reaction. (1) The product is: [C:1]([C:5]1[CH:6]=[CH:7][C:8]([C:9]([NH:59][C:55]2[CH:56]=[CH:57][CH:58]=[C:53]([C:51]3[CH:50]=[CH:49][N:48]=[C:47]([O:46][CH3:45])[CH:52]=3)[C:54]=2[CH3:60])=[O:11])=[CH:12][CH:13]=1)([CH3:2])([CH3:3])[CH3:4]. Given the reactants [C:1]([C:5]1[CH:13]=[CH:12][C:8]([C:9]([OH:11])=O)=[CH:7][CH:6]=1)([CH3:4])([CH3:3])[CH3:2].C(N(CC)CC)C.CN(C(ON1N=NC2C=CC=NC1=2)=[N+](C)C)C.F[P-](F)(F)(F)(F)F.[CH3:45][O:46][C:47]1[CH:52]=[C:51]([C:53]2[C:54]([CH3:60])=[C:55]([NH2:59])[CH:56]=[CH:57][CH:58]=2)[CH:50]=[CH:49][N:48]=1.C([O-])(O)=O.[Na+], predict the reaction product. (2) Given the reactants O[N:2]1[C:6]2C=CC=CC=2N=N1.Cl.CN(C)CCCN=C=NCC.CN.[Cl:25][C:26]1[CH:31]=[CH:30][C:29]([CH:32]([C:56]2[CH:61]=[CH:60][C:59]([Cl:62])=[CH:58][CH:57]=2)[N:33]2[CH2:36][CH:35]([CH2:37][S:38]([NH:41][C:42]3[CH:43]=[C:44]([CH:53]=[CH:54][CH:55]=3)[C:45]([NH:47][C@@H:48]([CH3:52])[C:49](O)=[O:50])=[O:46])(=[O:40])=[O:39])[CH2:34]2)=[CH:28][CH:27]=1, predict the reaction product. The product is: [Cl:62][C:59]1[CH:58]=[CH:57][C:56]([CH:32]([C:29]2[CH:28]=[CH:27][C:26]([Cl:25])=[CH:31][CH:30]=2)[N:33]2[CH2:36][CH:35]([CH2:37][S:38]([NH:41][C:42]3[CH:43]=[C:44]([CH:53]=[CH:54][CH:55]=3)[C:45]([NH:47][C@H:48]([C:49](=[O:50])[NH:2][CH3:6])[CH3:52])=[O:46])(=[O:40])=[O:39])[CH2:34]2)=[CH:61][CH:60]=1.